Regression. Given two drug SMILES strings and cell line genomic features, predict the synergy score measuring deviation from expected non-interaction effect. From a dataset of NCI-60 drug combinations with 297,098 pairs across 59 cell lines. (1) Drug 1: CC1=C(C(=O)C2=C(C1=O)N3CC4C(C3(C2COC(=O)N)OC)N4)N. Drug 2: COC1=C2C(=CC3=C1OC=C3)C=CC(=O)O2. Synergy scores: CSS=30.9, Synergy_ZIP=-7.65, Synergy_Bliss=-1.54, Synergy_Loewe=-29.2, Synergy_HSA=-2.52. Cell line: KM12. (2) Synergy scores: CSS=26.6, Synergy_ZIP=-7.12, Synergy_Bliss=-0.803, Synergy_Loewe=-9.80, Synergy_HSA=-1.16. Cell line: SN12C. Drug 2: CN(CCCl)CCCl.Cl. Drug 1: CC1=C(C=C(C=C1)NC(=O)C2=CC=C(C=C2)CN3CCN(CC3)C)NC4=NC=CC(=N4)C5=CN=CC=C5. (3) Drug 1: CC1=C(C(CCC1)(C)C)C=CC(=CC=CC(=CC(=O)O)C)C. Drug 2: COC1=C2C(=CC3=C1OC=C3)C=CC(=O)O2. Cell line: LOX IMVI. Synergy scores: CSS=-7.90, Synergy_ZIP=5.01, Synergy_Bliss=5.75, Synergy_Loewe=-4.01, Synergy_HSA=-4.03. (4) Drug 1: CC(C1=C(C=CC(=C1Cl)F)Cl)OC2=C(N=CC(=C2)C3=CN(N=C3)C4CCNCC4)N. Drug 2: CC(C)NC(=O)C1=CC=C(C=C1)CNNC.Cl. Cell line: OVCAR-8. Synergy scores: CSS=4.87, Synergy_ZIP=4.44, Synergy_Bliss=3.18, Synergy_Loewe=-0.997, Synergy_HSA=1.82. (5) Drug 1: CC1C(C(=O)NC(C(=O)N2CCCC2C(=O)N(CC(=O)N(C(C(=O)O1)C(C)C)C)C)C(C)C)NC(=O)C3=C4C(=C(C=C3)C)OC5=C(C(=O)C(=C(C5=N4)C(=O)NC6C(OC(=O)C(N(C(=O)CN(C(=O)C7CCCN7C(=O)C(NC6=O)C(C)C)C)C)C(C)C)C)N)C. Drug 2: C1CN1P(=S)(N2CC2)N3CC3. Cell line: TK-10. Synergy scores: CSS=0.882, Synergy_ZIP=-2.09, Synergy_Bliss=-0.118, Synergy_Loewe=-0.720, Synergy_HSA=-0.763.